This data is from Serine/threonine kinase 33 screen with 319,792 compounds. The task is: Binary Classification. Given a drug SMILES string, predict its activity (active/inactive) in a high-throughput screening assay against a specified biological target. (1) The drug is S(=O)(=O)(NC(=O)C)c1ccc(NC(=O)CC(c2ccccc2)C)cc1. The result is 0 (inactive). (2) The compound is Fc1cc(NC(=O)CNC(=O)c2cc(N3C(=O)c4c(C3=O)cccc4)ccc2)ccc1F. The result is 0 (inactive). (3) The compound is Clc1nc(nc(N(Cc2ccccc2)C)c1)N. The result is 0 (inactive). (4) The drug is S(=O)(=O)(NC1=NCCC1)c1cc(NC(=O)CCCCC)ccc1. The result is 0 (inactive). (5) The drug is S=C(NNC(=O)C(O)(C)C)NCc1occc1. The result is 0 (inactive).